From a dataset of Forward reaction prediction with 1.9M reactions from USPTO patents (1976-2016). Predict the product of the given reaction. (1) Given the reactants [O:1]=[C:2]1[CH2:7][CH2:6][N:5]2[N:8]=[C:9]([C:13]3[CH:14]=[N:15][CH:16]=[CH:17][CH:18]=3)[C:10]([C:11]#[N:12])=[C:4]2[NH:3]1.[H-].[Na+].[CH3:21]I.O, predict the reaction product. The product is: [CH3:21][N:3]1[C:2](=[O:1])[CH2:7][CH2:6][N:5]2[N:8]=[C:9]([C:13]3[CH:14]=[N:15][CH:16]=[CH:17][CH:18]=3)[C:10]([C:11]#[N:12])=[C:4]12. (2) Given the reactants [C:1]([C:4]1[CH:9]=[CH:8][C:7]([NH:10][C:11]2[N:16]=[C:15]([N:17]3[CH2:22][CH2:21][CH:20]([CH2:23][NH:24]C(=O)OC(C)(C)C)[CH2:19][CH2:18]3)[C:14]([F:32])=[CH:13][N:12]=2)=[CH:6][CH:5]=1)(=[O:3])[NH2:2], predict the reaction product. The product is: [NH2:24][CH2:23][CH:20]1[CH2:21][CH2:22][N:17]([C:15]2[C:14]([F:32])=[CH:13][N:12]=[C:11]([NH:10][C:7]3[CH:6]=[CH:5][C:4]([C:1]([NH2:2])=[O:3])=[CH:9][CH:8]=3)[N:16]=2)[CH2:18][CH2:19]1. (3) Given the reactants [NH2:1][C@H:2]1[CH2:7][CH2:6][CH2:5][CH2:4][C@H:3]1[NH:8][C:9]1[N:14]=[C:13]([NH:15][C:16]2[CH:21]=[CH:20][C:19](C3ON=CC=3)=[CH:18][CH:17]=2)[C:12]([C:27]([NH2:29])=[O:28])=[CH:11][N:10]=1.[O:30]1[CH2:35][CH2:34][N:33](C2C=C(C=CC=2)N)[CH2:32][CH2:31]1, predict the reaction product. The product is: [NH2:1][C@H:2]1[CH2:7][CH2:6][CH2:5][CH2:4][C@H:3]1[NH:8][C:9]1[N:14]=[C:13]([NH:15][C:16]2[CH:17]=[CH:18][CH:19]=[C:20]([N:33]3[CH2:34][CH2:35][O:30][CH2:31][CH2:32]3)[CH:21]=2)[C:12]([C:27]([NH2:29])=[O:28])=[CH:11][N:10]=1. (4) Given the reactants [CH3:1][C:2]1([CH3:14])[C:6]([CH3:8])([CH3:7])[O:5][B:4]([C:9]2[CH:13]=[CH:12][NH:11][N:10]=2)[O:3]1.[H-].[Na+].I[CH:18]([CH3:20])[CH3:19], predict the reaction product. The product is: [CH:18]([N:11]1[CH:12]=[CH:13][C:9]([B:4]2[O:5][C:6]([CH3:7])([CH3:8])[C:2]([CH3:14])([CH3:1])[O:3]2)=[N:10]1)([CH3:20])[CH3:19].